From a dataset of Catalyst prediction with 721,799 reactions and 888 catalyst types from USPTO. Predict which catalyst facilitates the given reaction. Reactant: [NH2:1][C:2]1[CH:13]=[CH:12][C:5]2[N:6]([CH2:10][CH3:11])[C:7](=[O:9])[NH:8][C:4]=2[CH:3]=1.[C:14](=[O:17])([O-])O.[Na+].[C:19]1(Cl)[C:25](=[O:26])[C:24]([Cl:27])=[C:23](Cl)[C:21](=[O:22])[C:20]=1[Cl:29]. Product: [Cl:27][C:24]1[C:25](=[O:26])[C:19]([NH:1][C:2]2[CH:13]=[CH:12][C:5]3[N:6]([CH2:10][CH3:11])[C:14](=[O:17])[NH:8][C:4]=3[CH:3]=2)=[C:20]([Cl:29])[C:21](=[O:22])[C:23]=1[NH:1][C:2]1[CH:13]=[CH:12][C:5]2[N:6]([CH2:10][CH3:11])[C:7](=[O:9])[NH:8][C:4]=2[CH:3]=1. The catalyst class is: 44.